Dataset: Forward reaction prediction with 1.9M reactions from USPTO patents (1976-2016). Task: Predict the product of the given reaction. (1) Given the reactants Br[C:2]1[CH:10]=[CH:9][C:8]2[C:4](=[CH:5][N:6]([CH3:11])[N:7]=2)[C:3]=1[CH:12]1[CH2:14][CH:13]1[CH2:15][NH:16][C:17](=[O:19])[CH3:18].[C:20](OC)(=[O:22])C, predict the reaction product. The product is: [CH3:20][O:22][C:2]1[CH:10]=[CH:9][C:8]2[C:4](=[CH:5][N:6]([CH3:11])[N:7]=2)[C:3]=1[CH:12]1[CH2:14][CH:13]1[CH2:15][NH:16][C:17](=[O:19])[CH3:18]. (2) Given the reactants [C:1]([O:9][C:10]1[CH:19]=[C:18]2[C:13]([C:14]([NH:23][CH2:24][C:25]([NH:28][C:29](=[O:35])[O:30][C:31]([CH3:34])([CH3:33])[CH3:32])([CH3:27])[CH3:26])=[C:15]([N+:20]([O-])=O)[CH:16]=[N:17]2)=[CH:12][CH:11]=1)(=O)[C:2]1[CH:7]=[CH:6][CH:5]=[CH:4][CH:3]=1.[H][H], predict the reaction product. The product is: [NH2:20][C:15]1[CH:16]=[N:17][C:18]2[C:13]([C:14]=1[NH:23][CH2:24][C:25]([NH:28][C:29](=[O:35])[O:30][C:31]([CH3:34])([CH3:33])[CH3:32])([CH3:26])[CH3:27])=[CH:12][CH:11]=[C:10]([O:9][CH2:1][C:2]1[CH:3]=[CH:4][CH:5]=[CH:6][CH:7]=1)[CH:19]=2.